Dataset: Catalyst prediction with 721,799 reactions and 888 catalyst types from USPTO. Task: Predict which catalyst facilitates the given reaction. (1) Reactant: [I:1][C:2]1[CH:12]=[CH:11][CH:10]=[C:4]2[C:5]([O:7][C:8](=[O:9])[C:3]=12)=[O:6].[CH3:13][C@H:14]([NH2:18])[CH2:15][S:16][CH3:17].[OH-].[Na+]. Product: [I:1][C:2]1[CH:12]=[CH:11][CH:10]=[C:4]([C:5]([OH:7])=[O:6])[C:3]=1[C:8]([NH:18][CH:14]([CH3:13])[CH2:15][S:16][CH3:17])=[O:9]. The catalyst class is: 395. (2) Reactant: C([O:3][C:4](=O)[CH2:5][C:6]1[CH:11]=[C:10]([NH2:12])[C:9]([CH3:13])=[CH:8][C:7]=1[Cl:14])C.[BH4-].[Li+].Cl.[OH-].[Na+]. Product: [NH2:12][C:10]1[C:9]([CH3:13])=[CH:8][C:7]([Cl:14])=[C:6]([CH2:5][CH2:4][OH:3])[CH:11]=1. The catalyst class is: 1. (3) The catalyst class is: 92. Product: [N:1]1[CH2:5][CH2:4][CH2:3][C:2]=1[CH:6]=[C:7]([NH:18][CH3:17])[CH3:8]. Reactant: [NH:1]1[CH2:5][CH2:4][CH2:3][C:2]1=[CH:6][C:7](=O)[CH3:8].COS(OC)(=O)=O.[CH3:17][NH2:18].C[O-].[Na+]. (4) Reactant: O[C:2]1[CH:11]=[CH:10][C:9]2[C:4](=[CH:5][C:6](O)=[CH:7][CH:8]=2)[CH:3]=1.CC(CC(C)C)=[O:15].C=O. Product: [OH:15][C:3]1[C:4]2[C:9](=[CH:8][CH:7]=[CH:6][CH:5]=2)[CH:10]=[CH:11][CH:2]=1. The catalyst class is: 6. (5) Reactant: Cl.[NH2:2][C@@H:3]1[CH2:8][CH2:7][CH2:6][CH2:5][C@H:4]1[OH:9].[H-].[Na+].Br[CH2:13][C:14]([O:16][CH2:17][CH3:18])=[O:15]. Product: [NH2:2][C@@H:3]1[CH2:8][CH2:7][CH2:6][CH2:5][C@H:4]1[O:9][CH2:13][C:14]([O:16][CH2:17][CH3:18])=[O:15]. The catalyst class is: 1. (6) Reactant: [NH2:1][C@H:2]1[CH2:8][CH2:7][C@@H:6]2[CH2:9][C@H:3]1[C:4](=[O:17])[N:5]2[C:10]([O:12][C:13]([CH3:16])([CH3:15])[CH3:14])=[O:11].[C:18]([NH:28][C@H:29]([C:34](O)=[O:35])[CH2:30][CH2:31][S:32][CH3:33])([O:20][CH2:21][C:22]1[CH:27]=[CH:26][CH:25]=[CH:24][CH:23]=1)=[O:19].CN1CCOCC1.F[P-](F)(F)(F)(F)F.N1(O[P+](N(C)C)(N(C)C)N(C)C)C2C=CC=CC=2N=N1. Product: [CH2:21]([O:20][C:18]([NH:28][C@@H:29]([CH2:30][CH2:31][S:32][CH3:33])[C:34]([NH:1][C@H:2]1[CH2:8][CH2:7][C@@H:6]2[CH2:9][C@H:3]1[C:4](=[O:17])[N:5]2[C:10]([O:12][C:13]([CH3:14])([CH3:16])[CH3:15])=[O:11])=[O:35])=[O:19])[C:22]1[CH:23]=[CH:24][CH:25]=[CH:26][CH:27]=1. The catalyst class is: 3. (7) Reactant: [Cl:1][C:2]1[CH:32]=[CH:31][CH:30]=[C:29]([C:33]([F:36])([F:35])[F:34])[C:3]=1[C:4]([N:6]1[C:14]2[C:9](=[N:10][CH:11]=[C:12](C(O)=O)[CH:13]=2)[C:8]([C:18]2[CH:23]=[CH:22][C:21]([C:24]([O:26][CH3:27])=[O:25])=[CH:20][C:19]=2[F:28])=[N:7]1)=[O:5].C1C=CC(P(N=[N+]=[N-])(C2C=CC=CC=2)=[O:44])=CC=1.CC[N:56]([CH:60](C)C)C(C)C.[CH3:63][C:64]([OH:67])([CH3:66])[CH3:65]. Product: [C:64]([O:67][C:60]([NH:56][C:12]1[CH:13]=[C:14]2[N:6]([C:4](=[O:5])[C:3]3[C:29]([C:33]([F:34])([F:36])[F:35])=[CH:30][CH:31]=[CH:32][C:2]=3[Cl:1])[N:7]=[C:8]([C:18]3[CH:23]=[CH:22][C:21]([C:24]([O:26][CH3:27])=[O:25])=[CH:20][C:19]=3[F:28])[C:9]2=[N:10][CH:11]=1)=[O:44])([CH3:66])([CH3:65])[CH3:63]. The catalyst class is: 2. (8) Reactant: ClC1C=C([C:9]2[N:13]3[C:14]4[N:22]=[C:21]([O:23][CH3:24])[CH:20]=[CH:19][C:15]=4[N:16]=[C:17]([CH3:18])[C:12]3=[C:11]([CH3:25])[N:10]=2)C=C(Cl)C=1.[F:26][C:27]1[CH:28]=[CH:29][C:30]([O:36][CH3:37])=[C:31](B(O)O)[CH:32]=1.C([O-])([O-])=O.[K+].[K+]. Product: [F:26][C:27]1[CH:28]=[CH:29][C:30]([O:36][CH3:37])=[C:31]([C:9]2[N:13]3[C:14]4[N:22]=[C:21]([O:23][CH3:24])[CH:20]=[CH:19][C:15]=4[N:16]=[C:17]([CH3:18])[C:12]3=[C:11]([CH3:25])[N:10]=2)[CH:32]=1. The catalyst class is: 73. (9) Reactant: C[O:2][C:3](=[O:32])[CH2:4][CH2:5][CH2:6][N:7]1[CH2:11][CH2:10][CH2:9][C@H:8]1[CH2:12][O:13][C:14]1[CH:19]=[CH:18][C:17]([CH2:20][C:21]2[CH:26]=[CH:25][C:24]([C:27]3[CH:31]=[CH:30][S:29][CH:28]=3)=[CH:23][CH:22]=2)=[CH:16][CH:15]=1.[OH-].[Na+:34]. Product: [Na+:34].[S:29]1[CH:30]=[CH:31][C:27]([C:24]2[CH:23]=[CH:22][C:21]([CH2:20][C:17]3[CH:18]=[CH:19][C:14]([O:13][CH2:12][C@@H:8]4[CH2:9][CH2:10][CH2:11][N:7]4[CH2:6][CH2:5][CH2:4][C:3]([O-:32])=[O:2])=[CH:15][CH:16]=3)=[CH:26][CH:25]=2)=[CH:28]1. The catalyst class is: 5. (10) Reactant: [CH2:1]([O:3][C:4](=[O:32])[CH:5]([C:21]1[N:22]=[CH:23][N:24]([CH:26]2[CH2:31][CH2:30][CH2:29][CH2:28][CH2:27]2)[CH:25]=1)[CH2:6][C:7]1[CH:8]=[N:9][C:10]([NH:13]C(OC(C)(C)C)=O)=[CH:11][CH:12]=1)[CH3:2].Cl. Product: [CH2:1]([O:3][C:4](=[O:32])[CH:5]([C:21]1[N:22]=[CH:23][N:24]([CH:26]2[CH2:27][CH2:28][CH2:29][CH2:30][CH2:31]2)[CH:25]=1)[CH2:6][C:7]1[CH:8]=[N:9][C:10]([NH2:13])=[CH:11][CH:12]=1)[CH3:2]. The catalyst class is: 8.